This data is from Forward reaction prediction with 1.9M reactions from USPTO patents (1976-2016). The task is: Predict the product of the given reaction. Given the reactants [CH2:1]([C:3]1[O:4][C:5]2[C:15]([N:16]=1)=[CH:14][C:8]1[CH2:9][CH2:10][NH:11][CH2:12][CH2:13][C:7]=1[CH:6]=2)[CH3:2].Cl[CH2:18][CH2:19][CH2:20][S:21][C:22]1[N:23]([CH3:38])[C:24]([C:27]2[CH:36]=[CH:35][CH:34]=[C:33]3[C:28]=2[CH:29]=[CH:30][C:31]([CH3:37])=[N:32]3)=[N:25][N:26]=1, predict the reaction product. The product is: [CH2:1]([C:3]1[O:4][C:5]2[C:15]([N:16]=1)=[CH:14][C:8]1[CH2:9][CH2:10][N:11]([CH2:18][CH2:19][CH2:20][S:21][C:22]3[N:23]([CH3:38])[C:24]([C:27]4[CH:36]=[CH:35][CH:34]=[C:33]5[C:28]=4[CH:29]=[CH:30][C:31]([CH3:37])=[N:32]5)=[N:25][N:26]=3)[CH2:12][CH2:13][C:7]=1[CH:6]=2)[CH3:2].